Dataset: Peptide-MHC class I binding affinity with 185,985 pairs from IEDB/IMGT. Task: Regression. Given a peptide amino acid sequence and an MHC pseudo amino acid sequence, predict their binding affinity value. This is MHC class I binding data. (1) The peptide sequence is YTITVFLHL. The MHC is HLA-A02:03 with pseudo-sequence HLA-A02:03. The binding affinity (normalized) is 0.113. (2) The peptide sequence is TFGNPVIPFK. The MHC is HLA-A68:01 with pseudo-sequence HLA-A68:01. The binding affinity (normalized) is 0.768.